From a dataset of Full USPTO retrosynthesis dataset with 1.9M reactions from patents (1976-2016). Predict the reactants needed to synthesize the given product. (1) Given the product [Cl:1][C:2]1[N:3]=[CH:4][C:5]([NH2:9])=[C:6]([NH2:8])[CH:7]=1, predict the reactants needed to synthesize it. The reactants are: [Cl:1][C:2]1[CH:7]=[C:6]([NH2:8])[C:5]([N+:9]([O-])=O)=[CH:4][N:3]=1. (2) Given the product [C:2]([C@@:4]1([CH:26]2[CH2:28][CH2:27]2)[CH2:8][CH2:7][N:6]([C:9]2[CH:14]=[CH:13][N:12]=[C:11]([NH:15][C:16]3[CH:20]=[C:19]([C:21]([NH:31][CH3:29])=[O:22])[N:18]([CH3:24])[N:17]=3)[CH:10]=2)[C:5]1=[O:25])#[N:3], predict the reactants needed to synthesize it. The reactants are: Cl.[C:2]([C@@:4]1([CH:26]2[CH2:28][CH2:27]2)[CH2:8][CH2:7][N:6]([C:9]2[CH:14]=[CH:13][N:12]=[C:11]([NH:15][C:16]3[CH:20]=[C:19]([C:21](O)=[O:22])[N:18]([CH3:24])[N:17]=3)[CH:10]=2)[C:5]1=[O:25])#[N:3].[CH2:29]([N:31]=C=NCCCN(C)C)C.ON1C2C=CC=CC=2N=N1.Cl.CN.C(=O)(O)[O-].[Na+]. (3) Given the product [S:1]1[C:5]2[CH:6]=[C:7]([NH:10][C:11]3[CH:16]=[C:15]([NH:17][C:18]4[CH:19]=[CH:20][C:21]([C:22]([OH:24])=[O:23])=[CH:29][CH:30]=4)[C:14]([C:31](=[O:40])[NH:32][CH2:33][CH:34]([F:39])[C:35]([OH:38])([CH3:36])[CH3:37])=[CH:13][N:12]=3)[CH:8]=[CH:9][C:4]=2[N:3]=[CH:2]1, predict the reactants needed to synthesize it. The reactants are: [S:1]1[C:5]2[CH:6]=[C:7]([NH:10][C:11]3[CH:16]=[C:15]([NH:17][C:18]4[CH:30]=[CH:29][C:21]([C:22]([O:24]C(C)(C)C)=[O:23])=[CH:20][CH:19]=4)[C:14]([C:31](=[O:40])[NH:32][CH2:33][CH:34]([F:39])[C:35]([OH:38])([CH3:37])[CH3:36])=[CH:13][N:12]=3)[CH:8]=[CH:9][C:4]=2[N:3]=[CH:2]1.C(O)(C(F)(F)F)=O.